This data is from Full USPTO retrosynthesis dataset with 1.9M reactions from patents (1976-2016). The task is: Predict the reactants needed to synthesize the given product. (1) Given the product [CH2:28]([N:27]([CH2:2][C:3]1[CH:4]=[C:5]([CH:10]=[C:11]([CH3:13])[CH:12]=1)[C:6]([O:8][CH3:9])=[O:7])[CH3:26])[CH2:29][CH:30]([CH3:32])[CH3:31], predict the reactants needed to synthesize it. The reactants are: O[CH2:2][C:3]1[CH:4]=[C:5]([CH:10]=[C:11]([CH3:13])[CH:12]=1)[C:6]([O:8][CH3:9])=[O:7].CS(Cl)(=O)=O.C(N(CC)CC)C.[CH3:26][NH:27][CH2:28][CH2:29][CH:30]([CH3:32])[CH3:31]. (2) Given the product [C:3]([O:7][C:8]([N:10]1[CH2:15][CH2:14][C@:13]([OH:28])([C:16]2[CH:21]=[CH:20][C:19]([CH2:22][O:23][CH2:24][CH2:25][O:26][CH3:27])=[CH:18][CH:17]=2)[C@@H:12]([O:29][CH2:31][C:32]2[CH:33]=[CH:34][C:35]3[O:40][CH2:39][C:38](=[O:41])[N:37]([CH2:42][CH2:43][CH2:44][O:45][CH3:46])[C:36]=3[CH:47]=2)[CH2:11]1)=[O:9])([CH3:6])([CH3:4])[CH3:5], predict the reactants needed to synthesize it. The reactants are: [H-].[Na+].[C:3]([O:7][C:8]([N:10]1[CH2:15][CH2:14][C@:13]([OH:28])([C:16]2[CH:21]=[CH:20][C:19]([CH2:22][O:23][CH2:24][CH2:25][O:26][CH3:27])=[CH:18][CH:17]=2)[C@@H:12]([OH:29])[CH2:11]1)=[O:9])([CH3:6])([CH3:5])[CH3:4].Br[CH2:31][C:32]1[CH:33]=[CH:34][C:35]2[O:40][CH2:39][C:38](=[O:41])[N:37]([CH2:42][CH2:43][CH2:44][O:45][CH3:46])[C:36]=2[CH:47]=1.C([O-])(O)=O.[Na+]. (3) Given the product [Cl:1][C:2]1[CH:3]=[C:4]2[C:9](=[CH:10][CH:11]=1)[CH:8]=[C:7]([S:12]([N:15]([CH2:31][C:32](=[O:35])[CH2:33][CH3:34])[C@H:16]1[CH2:20][CH2:19][N:18]([C@@H:21]([CH3:29])[C:22]([OH:24])=[O:23])[C:17]1=[O:30])(=[O:14])=[O:13])[CH:6]=[CH:5]2, predict the reactants needed to synthesize it. The reactants are: [Cl:1][C:2]1[CH:3]=[C:4]2[C:9](=[CH:10][CH:11]=1)[CH:8]=[C:7]([S:12]([N:15]([CH2:31][C:32](=[O:35])[CH2:33][CH3:34])[C@H:16]1[CH2:20][CH2:19][N:18]([C@@H:21]([CH3:29])[C:22]([O:24]C(C)(C)C)=[O:23])[C:17]1=[O:30])(=[O:14])=[O:13])[CH:6]=[CH:5]2.FC(F)(F)C(O)=O. (4) Given the product [CH3:8][C:9]1[N:7]=[CH:6][C:2]([C:3]([OH:5])=[O:4])=[N:1][C:10]=1[CH3:11], predict the reactants needed to synthesize it. The reactants are: [NH2:1][CH:2]([CH2:6][NH2:7])[C:3]([OH:5])=[O:4].[CH3:8][C:9](=O)[C:10](=O)[CH3:11].[OH-].[Na+]. (5) Given the product [ClH:30].[Br:1][C:2]1[N:7]=[C:6]([NH:8][C:9]([C@@H:11]2[CH2:15][C@@H:14]([F:16])[CH2:13][NH:12]2)=[O:10])[CH:5]=[CH:4][CH:3]=1, predict the reactants needed to synthesize it. The reactants are: [Br:1][C:2]1[N:7]=[C:6]([NH:8][C:9]([C@@H:11]2[CH2:15][C@@H:14]([F:16])[CH2:13][N:12]2C(OC(C)(C)C)=O)=[O:10])[CH:5]=[CH:4][CH:3]=1.O1CCOCC1.[ClH:30]. (6) Given the product [CH2:15]([O:14][C:13]1[C:8]([C:6]([OH:7])=[O:5])=[N:9][C:10]([CH2:23][C:24]2([C:30]3[CH:35]=[CH:34][CH:33]=[CH:32][CH:31]=3)[CH2:25][CH2:26][CH2:27][CH2:28][CH2:29]2)=[N:11][C:12]=1[OH:22])[C:16]1[CH:21]=[CH:20][CH:19]=[CH:18][CH:17]=1, predict the reactants needed to synthesize it. The reactants are: C([O:5][C:6]([C:8]1[C:13]([O:14][CH2:15][C:16]2[CH:21]=[CH:20][CH:19]=[CH:18][CH:17]=2)=[C:12]([OH:22])[N:11]=[C:10]([CH2:23][C:24]2([C:30]3[CH:35]=[CH:34][CH:33]=[CH:32][CH:31]=3)[CH2:29][CH2:28][CH2:27][CH2:26][CH2:25]2)[N:9]=1)=[O:7])(C)(C)C.O[Li].O. (7) Given the product [Cl:1][C:2]1[CH:3]=[C:4]([CH:9]=[C:10]([Cl:29])[C:11]=1[C:12]([N:14]1[C:22]2[CH:21]=[CH:20][N:19]=[C:18]([C:36]([CH:35]3[CH2:33][CH2:34]3)=[O:32])[C:17]=2[CH:16]=[CH:15]1)=[O:13])[C:5]([OH:7])=[O:6], predict the reactants needed to synthesize it. The reactants are: [Cl:1][C:2]1[CH:3]=[C:4]([CH:9]=[C:10]([Cl:29])[C:11]=1[C:12]([N:14]1[C:22]2[CH:21]=[CH:20][N:19]=[C:18](NC(C3CC3)=O)[C:17]=2[CH:16]=[CH:15]1)=[O:13])[C:5]([O:7]C)=[O:6].[OH-].[Na+].[O:32]1[CH2:36][CH2:35][CH2:34][CH2:33]1. (8) Given the product [N:11]12[CH2:16][CH2:15][CH:14]([CH2:13][CH2:12]1)[C@H:9]([O:8][C:5]1[N:4]=[CH:3][C:2]([C:22]3[CH:23]=[C:18]([CH:19]=[CH:20][CH:21]=3)[NH2:17])=[CH:7][N:6]=1)[CH2:10]2, predict the reactants needed to synthesize it. The reactants are: Br[C:2]1[CH:3]=[N:4][C:5]([O:8][C@H:9]2[CH:14]3[CH2:15][CH2:16][N:11]([CH2:12][CH2:13]3)[CH2:10]2)=[N:6][CH:7]=1.[NH2:17][C:18]1[CH:19]=[C:20](B(O)O)[CH:21]=[CH:22][CH:23]=1. (9) Given the product [CH3:29][S:30]([C:2]1[CH:11]=[C:10]2[C:5]([CH:6]=[C:7]([C:18]3[CH:19]=[CH:20][C:21]4[O:26][CH2:25][C:24](=[O:27])[NH:23][C:22]=4[CH:28]=3)[CH:8]([C:12]3[CH:17]=[CH:16][CH:15]=[CH:14][CH:13]=3)[O:9]2)=[CH:4][CH:3]=1)(=[O:32])=[O:31], predict the reactants needed to synthesize it. The reactants are: I[C:2]1[CH:11]=[C:10]2[C:5]([CH:6]=[C:7]([C:18]3[CH:19]=[CH:20][C:21]4[O:26][CH2:25][C:24](=[O:27])[NH:23][C:22]=4[CH:28]=3)[CH:8]([C:12]3[CH:17]=[CH:16][CH:15]=[CH:14][CH:13]=3)[O:9]2)=[CH:4][CH:3]=1.[CH3:29][S:30]([O-:32])=[O:31].[Na+].N1CCC[C@H]1C(O)=O.[OH-].[Na+]. (10) Given the product [F:1][C:2]1[CH:3]=[C:4]([C:8]2[N:12]=[C:11]([CH:13]3[CH2:18][CH:17]([C:19]4[CH:24]=[CH:23][C:22]([O:25][C:26]([F:29])([F:27])[F:28])=[CH:21][CH:20]=4)[CH2:16][N:15]([C:38]([Cl:37])=[O:39])[CH2:14]3)[O:10][N:9]=2)[CH:5]=[CH:6][CH:7]=1, predict the reactants needed to synthesize it. The reactants are: [F:1][C:2]1[CH:3]=[C:4]([C:8]2[N:12]=[C:11]([CH:13]3[CH2:18][CH:17]([C:19]4[CH:24]=[CH:23][C:22]([O:25][C:26]([F:29])([F:28])[F:27])=[CH:21][CH:20]=4)[CH2:16][NH:15][CH2:14]3)[O:10][N:9]=2)[CH:5]=[CH:6][CH:7]=1.C(N(CC)CC)C.[Cl:37][C:38](OC(Cl)(Cl)Cl)=[O:39].